The task is: Predict the product of the given reaction.. This data is from Forward reaction prediction with 1.9M reactions from USPTO patents (1976-2016). (1) Given the reactants [CH2:1]([NH:8][C:9]1[C:10]2[N:19]=[CH:18][C:17]([Cl:20])=[CH:16][C:11]=2[N:12]=[C:13](Cl)[N:14]=1)[C:2]1[CH:7]=[CH:6][CH:5]=[CH:4][CH:3]=1.[CH2:21]([CH2:23][NH2:24])[OH:22].C(N(CC)CC)C, predict the reaction product. The product is: [CH2:1]([NH:8][C:9]1[C:10]2[N:19]=[CH:18][C:17]([Cl:20])=[CH:16][C:11]=2[N:12]=[C:13]([NH:24][CH2:23][CH2:21][OH:22])[N:14]=1)[C:2]1[CH:7]=[CH:6][CH:5]=[CH:4][CH:3]=1. (2) Given the reactants C1(C(C2C=CC=CC=2)=[N:8][C:9]2[CH:14]=[CH:13][CH:12]=[C:11]([C:15]3[N:16]([CH2:28][C:29]4[C:34]([F:35])=[CH:33][C:32]([F:36])=[CH:31][C:30]=4[F:37])[N:17]=[C:18]4[C:23]=3[CH:22]=[CH:21][CH:20]=[C:19]4[C:24]([F:27])([F:26])[F:25])[CH:10]=2)C=CC=CC=1.C([O-])(=O)C.[Na+].Cl.NO, predict the reaction product. The product is: [F:35][C:34]1[CH:33]=[C:32]([F:36])[CH:31]=[C:30]([F:37])[C:29]=1[CH2:28][N:16]1[C:15]([C:11]2[CH:10]=[C:9]([NH2:8])[CH:14]=[CH:13][CH:12]=2)=[C:23]2[C:18]([C:19]([C:24]([F:25])([F:26])[F:27])=[CH:20][CH:21]=[CH:22]2)=[N:17]1. (3) Given the reactants [Cl:1][C:2]1[CH:3]=[C:4]([CH:17]=[CH:18][CH:19]=1)[O:5][C:6]1[CH:7]=[C:8]2[C:12](=[CH:13][CH:14]=1)[N:11]([CH3:15])[N:10]=[C:9]2I.C([Mg]Cl)(C)C.[CH2:25]([Sn:29]([CH2:35][CH2:36][CH2:37][CH3:38])([CH2:31][CH2:32][CH2:33][CH3:34])Cl)[CH2:26][CH2:27][CH3:28], predict the reaction product. The product is: [Cl:1][C:2]1[CH:3]=[C:4]([CH:17]=[CH:18][CH:19]=1)[O:5][C:6]1[CH:7]=[C:8]2[C:12](=[CH:13][CH:14]=1)[N:11]([CH3:15])[N:10]=[C:9]2[Sn:29]([CH2:31][CH2:32][CH2:33][CH3:34])([CH2:35][CH2:36][CH2:37][CH3:38])[CH2:25][CH2:26][CH2:27][CH3:28].